Dataset: Experimentally validated miRNA-target interactions with 360,000+ pairs, plus equal number of negative samples. Task: Binary Classification. Given a miRNA mature sequence and a target amino acid sequence, predict their likelihood of interaction. The miRNA is hsa-miR-623 with sequence AUCCCUUGCAGGGGCUGUUGGGU. The protein sequence of the target gene is MGTSHQVFLVLSCLLTGPGLISCQLLLPSILPNENEKIVQLNSSFSLRCVGESEVSWQHPMSEEDDPNVEIRSEENNSGLFVTVLEVVNASAAHTGWYTCYYNHTQTDESEIEGRHIYIYVPDPDMAFVPLGMTDSLVIVEEDDSAIIPCRTTDPETQVTLHNNGRLVPASYDSRQGFNGTFSVGPYICEATVKGRTFKTSEFNVYALKATSELNLEMDARQTVYKAGETIVVTCAVFNNEVVDLQWTYPGEVRNKGITMLEEIKLPSIKLVYTLTVPKATVKDSGEYECAARQATKEVK.... Result: 0 (no interaction).